From a dataset of Forward reaction prediction with 1.9M reactions from USPTO patents (1976-2016). Predict the product of the given reaction. (1) Given the reactants [NH2:1][C:2]1[N:7]=[C:6]([C:8]2[CH:13]=[CH:12][CH:11]=[CH:10][CH:9]=2)[C:5]([C:14]2[CH:15]=[CH:16][C:17](=[O:20])[NH:18][N:19]=2)=[CH:4][C:3]=1[Cl:21].[H-].[Na+].CS(O[CH:29]([CH3:33])[CH2:30][O:31][CH3:32])(=O)=O.O, predict the reaction product. The product is: [NH2:1][C:2]1[N:7]=[C:6]([C:8]2[CH:9]=[CH:10][CH:11]=[CH:12][CH:13]=2)[C:5]([C:14]2[CH:15]=[CH:16][C:17](=[O:20])[N:18]([CH:29]([CH3:33])[CH2:30][O:31][CH3:32])[N:19]=2)=[CH:4][C:3]=1[Cl:21]. (2) Given the reactants [ClH:1].CC([N:6]([C:10]1([C:16]([NH:18][C@@H:19]([CH2:33][CH:34]([CH3:36])[CH3:35])/[CH:20]=[CH:21]/[C:22]([N:24]2[C:32]3[C:27](=[CH:28][CH:29]=[CH:30][CH:31]=3)[CH2:26][CH2:25]2)=[O:23])=[O:17])[CH2:15][CH2:14][O:13][CH2:12][CH2:11]1)C(=O)[O-])(C)C, predict the reaction product. The product is: [ClH:1].[NH2:6][C:10]1([C:16]([NH:18][C@@H:19]([CH2:33][CH:34]([CH3:36])[CH3:35])/[CH:20]=[CH:21]/[C:22]([N:24]2[C:32]3[C:27](=[CH:28][CH:29]=[CH:30][CH:31]=3)[CH2:26][CH2:25]2)=[O:23])=[O:17])[CH2:15][CH2:14][O:13][CH2:12][CH2:11]1. (3) Given the reactants C([O:6][CH2:7][CH3:8])(=O)C(C)O.[OH:9][C:10]1[CH:11]=C(C=CC=1)C=O.F[P-](F)(F)(F)(F)F.N1([O:34][P+:35](N2CCCC2)(N2CCCC2)N2CCCC2)C2C=CC=CC=2N=N1.C(N([CH:57]([CH3:59])[CH3:58])CC)(C)C.[CH3:60][N:61](C)C=O, predict the reaction product. The product is: [NH2:61][CH2:60][C:57]([P:35](=[O:34])([O:6][CH2:7][CH3:8])[O:9][CH2:10][CH3:11])([CH3:58])[CH3:59]. (4) The product is: [F:24][C:25]1[C:30]([F:31])=[CH:29][CH:28]=[CH:27][C:26]=1[C:32]1[CH:40]=[CH:39][CH:38]=[C:37]2[C:33]=1/[C:34](=[CH:14]/[C:11]1[NH:10][C:7]3[CH2:8][CH2:9][N:4]([CH2:3][C@H:2]([OH:1])[CH2:17][N:18]4[CH2:19][CH2:20][O:21][CH2:22][CH2:23]4)[C:5](=[O:16])[C:6]=3[C:12]=1[CH3:13])/[C:35](=[O:41])[NH:36]2. Given the reactants [OH:1][C@H:2]([CH2:17][N:18]1[CH2:23][CH2:22][O:21][CH2:20][CH2:19]1)[CH2:3][N:4]1[CH2:9][CH2:8][C:7]2[NH:10][C:11]([CH:14]=O)=[C:12]([CH3:13])[C:6]=2[C:5]1=[O:16].[F:24][C:25]1[C:30]([F:31])=[CH:29][CH:28]=[CH:27][C:26]=1[C:32]1[CH:40]=[CH:39][CH:38]=[C:37]2[C:33]=1[CH2:34][C:35](=[O:41])[NH:36]2.N1CCCCC1, predict the reaction product.